Dataset: Reaction yield outcomes from USPTO patents with 853,638 reactions. Task: Predict the reaction yield, written as a fraction of the theoretical maximum amount of product (1.0 means a 100% yield; for example, 0.34 means a 34% yield). (1) The reactants are [N+:1]([C:4]1[CH:12]=[CH:11][C:10]2[NH:9][CH:8]3[CH2:13][CH2:14][N:15]([CH:17]4[CH2:22][CH2:21][O:20][CH2:19][CH2:18]4)[CH2:16][CH:7]3[C:6]=2[CH:5]=1)([O-:3])=[O:2].[H-].[Na+].[CH2:25](Br)[CH:26]=[CH2:27]. The catalyst is CN(C=O)C. The product is [CH2:27]([N:9]1[C:10]2[CH:11]=[CH:12][C:4]([N+:1]([O-:3])=[O:2])=[CH:5][C:6]=2[CH:7]2[CH2:16][N:15]([CH:17]3[CH2:22][CH2:21][O:20][CH2:19][CH2:18]3)[CH2:14][CH2:13][CH:8]12)[CH:26]=[CH2:25]. The yield is 0.950. (2) The reactants are [C:1]([O:5][C:6]([N:8]1[CH2:13][CH2:12][CH:11]([C:14]([C:16]2[S:17][CH:18]=[CH:19][C:20]=2[Br:21])=O)[CH2:10][CH2:9]1)=[O:7])([CH3:4])([CH3:3])[CH3:2].Cl.[NH2:23][OH:24].N1C=CC=CC=1. The catalyst is O. The product is [C:1]([O:5][C:6]([N:8]1[CH2:13][CH2:12][CH:11]([C:14]([C:16]2[S:17][CH:18]=[CH:19][C:20]=2[Br:21])=[N:23][OH:24])[CH2:10][CH2:9]1)=[O:7])([CH3:4])([CH3:3])[CH3:2]. The yield is 0.580. (3) The reactants are [CH3:1][O:2][C:3](=[O:24])/[CH:4]=[CH:5]/[C:6]1[CH:11]=[CH:10][C:9]([CH:12]2[CH2:16][CH2:15][CH2:14][N:13]2[CH2:17][CH2:18][C:19]2[NH:23][N:22]=[N:21][N:20]=2)=[CH:8][CH:7]=1.I[CH3:26].[OH-].[Na+]. The catalyst is CN(C)C=O. The product is [CH3:1][O:2][C:3](=[O:24])/[CH:4]=[CH:5]/[C:6]1[CH:7]=[CH:8][C:9]([CH:12]2[CH2:16][CH2:15][CH2:14][N:13]2[CH2:17][CH2:18][C:19]2[N:23]=[N:22][N:21]([CH3:26])[N:20]=2)=[CH:10][CH:11]=1.[CH3:1][O:2][C:3](=[O:24])/[CH:4]=[CH:5]/[C:6]1[CH:7]=[CH:8][C:9]([CH:12]2[CH2:16][CH2:15][CH2:14][N:13]2[CH2:17][CH2:18][C:19]2[N:20]([CH3:26])[N:21]=[N:22][N:23]=2)=[CH:10][CH:11]=1. The yield is 0.210. (4) The reactants are [Cl:1][C:2]1[CH:7]=[CH:6][C:5]([Cl:8])=[CH:4][C:3]=1[CH2:9][C:10]([OH:12])=O.[CH2:13]([O:15][C:16](=[O:20])[CH2:17][N+:18]#[CH:19])[CH3:14].C1N=CN(C(N2C=NC=C2)=O)C=1.CC([O-])(C)C.[K+]. The catalyst is CN(C)C=O.O. The product is [Cl:1][C:2]1[CH:7]=[CH:6][C:5]([Cl:8])=[CH:4][C:3]=1[CH2:9][C:10]1[O:12][CH:19]=[N:18][C:17]=1[C:16]([O:15][CH2:13][CH3:14])=[O:20]. The yield is 0.370. (5) The reactants are Br[C:2]1[CH:18]=[CH:17][C:5]2[S:6][C:7]([C:10]3[CH:15]=[CH:14][N:13]=[C:12]([NH2:16])[N:11]=3)=[C:8]([CH3:9])[C:4]=2[CH:3]=1.[CH3:19][O:20][C:21]1[CH:22]=[C:23]([SH:27])[CH:24]=[CH:25][CH:26]=1.C(N)C.CC1(C)C2C(=C(P(C3C=CC=CC=3)C3C=CC=CC=3)C=CC=2)OC2C(P(C3C=CC=CC=3)C3C=CC=CC=3)=CC=CC1=2. The catalyst is C1C=CC(/C=C/C(/C=C/C2C=CC=CC=2)=O)=CC=1.C1C=CC(/C=C/C(/C=C/C2C=CC=CC=2)=O)=CC=1.C1C=CC(/C=C/C(/C=C/C2C=CC=CC=2)=O)=CC=1.[Pd].[Pd].O1CCOCC1. The product is [CH3:19][O:20][C:21]1[CH:22]=[C:23]([S:27][C:2]2[CH:18]=[CH:17][C:5]3[S:6][C:7]([C:10]4[CH:15]=[CH:14][N:13]=[C:12]([NH2:16])[N:11]=4)=[C:8]([CH3:9])[C:4]=3[CH:3]=2)[CH:24]=[CH:25][CH:26]=1. The yield is 0.900. (6) The reactants are [Br:1][C:2]1[CH:18]=[CH:17][C:5]([CH2:6][NH:7][C:8](=[NH:16])[CH:9](OCC)OCC)=[CH:4][CH:3]=1.[OH-].[Na+]. The catalyst is S(=O)(=O)(O)O. The product is [Br:1][C:2]1[CH:18]=[C:17]2[C:5](=[CH:4][CH:3]=1)[CH:6]=[N:7][C:8]([NH2:16])=[CH:9]2. The yield is 0.400. (7) The reactants are [C:1]([C:5]1([C:11]([OH:13])=O)[CH2:10][CH2:9][CH2:8][CH2:7][CH2:6]1)([CH3:4])([CH3:3])[CH3:2].S(Cl)(Cl)=O.[NH2:18][C:19]1[CH:27]=[CH:26][C:22]([CH2:23][C:24]#[N:25])=[CH:21][CH:20]=1.C(N(CC)CC)C. The catalyst is C(Cl)Cl. The product is [C:1]([C:5]1([C:11]([NH:18][C:19]2[CH:27]=[CH:26][C:22]([CH2:23][C:24]#[N:25])=[CH:21][CH:20]=2)=[O:13])[CH2:6][CH2:7][CH2:8][CH2:9][CH2:10]1)([CH3:2])([CH3:3])[CH3:4]. The yield is 0.530. (8) The product is [CH2:9]([O:8][C:1]([C:24]1[C:23]([OH:30])=[C:22]([CH3:31])[C:21](=[O:20])[N:34]([CH3:33])[CH:25]=1)=[O:5])[CH3:10]. The reactants are [CH:1]([O:8][CH2:9][CH3:10])([O:5]CC)OCC.C(OC(=O)C)(=O)C.C([O:20][C:21](=O)[CH:22]([CH3:31])[C:23](=[O:30])[CH2:24][C:25](OCC)=O)C.[CH3:33][NH2:34]. The yield is 0.550. The catalyst is C(OCC)C.O. (9) The reactants are [Br:1][C:2]1[CH:3]=[CH:4][C:5]([N+:9]([O-:11])=[O:10])=[C:6]([CH:8]=1)[NH2:7].[H-].[Na+].[CH3:14][C:15]([O:18][C:19](O[C:19]([O:18][C:15]([CH3:17])([CH3:16])[CH3:14])=[O:20])=[O:20])([CH3:17])[CH3:16]. The catalyst is CN(C=O)C. The product is [Br:1][C:2]1[CH:3]=[CH:4][C:5]([N+:9]([O-:11])=[O:10])=[C:6]([NH:7][C:19](=[O:20])[O:18][C:15]([CH3:17])([CH3:16])[CH3:14])[CH:8]=1. The yield is 0.520.